This data is from Forward reaction prediction with 1.9M reactions from USPTO patents (1976-2016). The task is: Predict the product of the given reaction. (1) Given the reactants [N:1]1[CH:6]=[CH:5][CH:4]=[CH:3][C:2]=1[C:7]1[N:11]=[C:10]([CH2:12][CH2:13][C:14]([OH:16])=O)[O:9][N:8]=1.[Cl:17][C:18]1[CH:19]=[C:20]([CH:29]=[CH:30][C:31]=1[F:32])[CH2:21][N:22]1[CH2:27][CH2:26][CH:25]([NH2:28])[CH2:24][CH2:23]1.C(=O)([O-])O.[Na+], predict the reaction product. The product is: [Cl:17][C:18]1[CH:19]=[C:20]([CH:29]=[CH:30][C:31]=1[F:32])[CH2:21][N:22]1[CH2:23][CH2:24][CH:25]([NH:28][C:14](=[O:16])[CH2:13][CH2:12][C:10]2[O:9][N:8]=[C:7]([C:2]3[CH:3]=[CH:4][CH:5]=[CH:6][N:1]=3)[N:11]=2)[CH2:26][CH2:27]1. (2) The product is: [CH:1]1([C:7]2[N:12]=[C:11]([C:13]([OH:15])=[O:14])[CH:10]=[CH:9][CH:8]=2)[CH2:2][CH2:3][CH2:4][CH2:5][CH2:6]1. Given the reactants [C:1]1([C:7]2[N:12]=[C:11]([C:13]([OH:15])=[O:14])[CH:10]=[CH:9][CH:8]=2)[CH2:6][CH2:5][CH2:4][CH2:3][CH:2]=1, predict the reaction product.